This data is from Reaction yield outcomes from USPTO patents with 853,638 reactions. The task is: Predict the reaction yield, written as a fraction of the theoretical maximum amount of product (1.0 means a 100% yield; for example, 0.34 means a 34% yield). (1) The reactants are [O:1]1[CH2:6][CH2:5][CH2:4][CH2:3][CH:2]1[N:7]1[C:15]2[C:10](=[CH:11][C:12]([C:16]3[N:20]=[CH:19][N:18]([C:21]([C:34]4[CH:39]=[CH:38][CH:37]=[CH:36][CH:35]=4)([C:28]4[CH:33]=[CH:32][CH:31]=[CH:30][CH:29]=4)[C:22]4[CH:27]=[CH:26][CH:25]=[CH:24][CH:23]=4)[N:17]=3)=[CH:13][CH:14]=2)[C:9]([C:40]2[CH:41]=[C:42]([CH:47]=[CH:48][CH:49]=2)[C:43](OC)=[O:44])=[N:8]1.O.[OH-].[Li+].[NH2:53][CH:54]1[CH2:62][C:61]2[C:56](=[CH:57][CH:58]=[CH:59][CH:60]=2)[CH2:55]1.O.ON1C2C=CC=CC=2N=N1.Cl.CN(C)CCCN=C=NCC. The catalyst is O1CCCC1.O1CCCC1.O. The product is [CH2:55]1[C:56]2[C:61](=[CH:60][CH:59]=[CH:58][CH:57]=2)[CH2:62][CH:54]1[NH:53][C:43]([C:42]1[CH:47]=[CH:48][CH:49]=[C:40]([C:9]2[C:10]3[C:15](=[CH:14][CH:13]=[C:12]([C:16]4[N:20]=[CH:19][N:18]([C:21]([C:28]5[CH:29]=[CH:30][CH:31]=[CH:32][CH:33]=5)([C:34]5[CH:39]=[CH:38][CH:37]=[CH:36][CH:35]=5)[C:22]5[CH:27]=[CH:26][CH:25]=[CH:24][CH:23]=5)[N:17]=4)[CH:11]=3)[N:7]([CH:2]3[CH2:3][CH2:4][CH2:5][CH2:6][O:1]3)[N:8]=2)[CH:41]=1)=[O:44]. The yield is 0.740. (2) The reactants are I[C:2]1[CH:3]=[N:4][N:5]([CH2:7][C:8]([N:10]([CH3:12])[CH3:11])=[O:9])[CH:6]=1.[CH3:13][Si:14]([C:17]#[CH:18])([CH3:16])[CH3:15].C(NC(C)C)(C)C.C1(P(C2C=CC=CC=2)C2C=CC=CC=2)C=CC=CC=1. The catalyst is CN(C=O)C.[Cu]I.C([O-])(=O)C.[Pd+2].C([O-])(=O)C. The product is [CH3:11][N:10]([CH3:12])[C:8](=[O:9])[CH2:7][N:5]1[CH:6]=[C:2]([C:18]#[C:17][Si:14]([CH3:16])([CH3:15])[CH3:13])[CH:3]=[N:4]1. The yield is 0.910. (3) The reactants are [C@@H:1]1([N:10]2[CH:17]=[CH:16][C:14]([NH2:15])=[N:13][C:11]2=[O:12])[O:9][C@H:6]([CH2:7][OH:8])[C@@H:4]([OH:5])[C@H:2]1[OH:3].II.[I:20](O)(=O)=O. The catalyst is C(O)(=O)C.C(Cl)(Cl)(Cl)Cl.O. The product is [I:20][C:16]1[C:14]([NH2:15])=[N:13][C:11](=[O:12])[N:10]([CH:17]=1)[C@@H:1]1[O:9][C@H:6]([CH2:7][OH:8])[C@@H:4]([OH:5])[C@H:2]1[OH:3]. The yield is 0.851. (4) The reactants are [C:1]([NH:4][C:5]1[CH:6]=[CH:7][CH:8]=[C:9]2[C:13]=1[C:12](=[O:14])[N:11]([CH:15]([C:20]1[CH:25]=[CH:24][C:23]([O:26][CH:27]([F:29])[F:28])=[C:22]([O:30][CH2:31][CH3:32])[CH:21]=1)[CH2:16][C:17](O)=[O:18])[CH2:10]2)(=[O:3])[CH3:2].C(N1C=CN=C1)(N1C=CN=C1)=O.[NH:45]1[CH2:50][CH2:49][O:48][CH2:47][CH2:46]1.O. The catalyst is O1CCCC1. The product is [F:29][CH:27]([F:28])[O:26][C:23]1[CH:24]=[CH:25][C:20]([CH:15]([N:11]2[C:12](=[O:14])[C:13]3[C:9](=[CH:8][CH:7]=[CH:6][C:5]=3[NH:4][C:1](=[O:3])[CH3:2])[CH2:10]2)[CH2:16][C:17]([N:45]2[CH2:50][CH2:49][O:48][CH2:47][CH2:46]2)=[O:18])=[CH:21][C:22]=1[O:30][CH2:31][CH3:32]. The yield is 0.720. (5) The product is [NH2:21][C:14]1[C:15]2[C:20](=[CH:19][CH:18]=[CH:17][CH:16]=2)[C:12]([C:22]2[CH:23]=[C:24]([OH:28])[CH:25]=[CH:26][CH:27]=2)([C:10]2[CH:11]=[C:6]([Cl:5])[N:7]=[C:8]([Cl:30])[CH:9]=2)[N:13]=1. The yield is 0.510. The catalyst is ClCCl. The reactants are B(Br)(Br)Br.[Cl:5][C:6]1[CH:11]=[C:10]([C:12]2([C:22]3[CH:27]=[CH:26][CH:25]=[C:24]([O:28]C)[CH:23]=3)[C:20]3[C:15](=[CH:16][CH:17]=[CH:18][CH:19]=3)[C:14]([NH2:21])=[N:13]2)[CH:9]=[C:8]([Cl:30])[N:7]=1. (6) The reactants are [N+:1]([C:4]1[CH:10]=[C:9]([N+:11]([O-:13])=[O:12])[CH:8]=[C:7](Br)[C:5]=1[NH2:6])([O-:3])=[O:2].[CH2:15]([Sn]([CH2:15][CH2:16][CH2:17][CH3:18])([CH2:15][CH2:16][CH2:17][CH3:18])[CH2:15][CH2:16][CH2:17][CH3:18])[CH2:16][CH2:17][CH3:18]. The catalyst is CN(C=O)C. The product is [N+:1]([C:4]1[CH:10]=[C:9]([N+:11]([O-:13])=[O:12])[CH:8]=[C:7]([CH2:15][CH2:16][CH2:17][CH3:18])[C:5]=1[NH2:6])([O-:3])=[O:2]. The yield is 0.270. (7) The reactants are I[C:2]1[CH:3]=[C:4]([C:8]2[O:12][N:11]=[C:10]([CH2:13][S:14][C:15]3[N:19]([CH3:20])[C:18]([C:21]4[S:22][CH:23]=[CH:24][CH:25]=4)=[N:17][N:16]=3)[N:9]=2)[CH:5]=[CH:6][CH:7]=1.[O:26]1[CH:30]=[CH:29][C:28](B(O)O)=[CH:27]1.COCCOC.C(=O)([O-])[O-].[Na+].[Na+]. The catalyst is C(OCC)(=O)C.C1C=CC([P]([Pd]([P](C2C=CC=CC=2)(C2C=CC=CC=2)C2C=CC=CC=2)([P](C2C=CC=CC=2)(C2C=CC=CC=2)C2C=CC=CC=2)[P](C2C=CC=CC=2)(C2C=CC=CC=2)C2C=CC=CC=2)(C2C=CC=CC=2)C2C=CC=CC=2)=CC=1. The product is [O:26]1[CH:30]=[CH:29][C:28]([C:2]2[CH:3]=[C:4]([C:8]3[O:12][N:11]=[C:10]([CH2:13][S:14][C:15]4[N:19]([CH3:20])[C:18]([C:21]5[S:22][CH:23]=[CH:24][CH:25]=5)=[N:17][N:16]=4)[N:9]=3)[CH:5]=[CH:6][CH:7]=2)=[CH:27]1. The yield is 0.570. (8) The reactants are [NH2:1][C:2]1[CH:7]=[CH:6][C:5]([C:8]2[N:9]([CH:20]3[CH2:23][CH2:22][CH2:21]3)[C:10]3[C:15]([C:16]=2[C:17]#[N:18])=[CH:14][CH:13]=[C:12]([OH:19])[CH:11]=3)=[CH:4][CH:3]=1.Cl[C:25]([O:27][C:28]1[CH:33]=[CH:32][C:31]([N+]([O-])=O)=C[CH:29]=1)=[O:26].C1(C(C)O)CC1. The catalyst is N1C=CC=CC=1.Cl. The product is [CH:33]1([CH:28]([O:27][C:25](=[O:26])[NH:1][C:2]2[CH:7]=[CH:6][C:5]([C:8]3[N:9]([CH:20]4[CH2:21][CH2:22][CH2:23]4)[C:10]4[C:15]([C:16]=3[C:17]#[N:18])=[CH:14][CH:13]=[C:12]([OH:19])[CH:11]=4)=[CH:4][CH:3]=2)[CH3:29])[CH2:32][CH2:31]1. The yield is 0.800. (9) The yield is 0.960. The catalyst is O1CCCC1. The reactants are [Cl:1][C:2]1[CH:7]=[CH:6][CH:5]=[CH:4][C:3]=1I.C([Mg]Cl)(C)C.[Br:14][C:15]1[C:16]([F:23])=[C:17]([CH:20]=[CH:21][CH:22]=1)[CH:18]=[O:19]. The product is [Br:14][C:15]1[C:16]([F:23])=[C:17]([CH:18]([C:3]2[CH:4]=[CH:5][CH:6]=[CH:7][C:2]=2[Cl:1])[OH:19])[CH:20]=[CH:21][CH:22]=1.